Predict the product of the given reaction. From a dataset of Forward reaction prediction with 1.9M reactions from USPTO patents (1976-2016). Given the reactants [F:1][C:2]([F:7])([F:6])[C:3]([OH:5])=[O:4].[Cl:8][C:9]1[CH:10]=[C:11]2[C:15](=[C:16]([C:18]3[N:23]=[CH:22][N:21]=[C:20]([OH:24])[CH:19]=3)[CH:17]=1)[N:14]([CH2:25][CH2:26][OH:27])[N:13]=[CH:12]2.N[C@@H:29]1[C:45]2[CH:46]=[C:41]([CH:42]=[CH:43][N:44]=2)[C:40]2[N:39]([CH:47]([F:49])[F:48])[N:38]=[CH:37][C:36]=2[NH:35][C:34](=[O:50])[C@H:33]([CH3:51])[CH2:32][CH2:31][CH2:30]1, predict the reaction product. The product is: [F:1][C:2]([F:7])([F:6])[C:3]([OH:5])=[O:4].[Cl:8][C:9]1[CH:10]=[C:11]2[C:15](=[C:16]([C:18]3[N:23]=[CH:22][N:21]([C@@H:29]4[C:45]5[CH:46]=[C:41]([CH:42]=[CH:43][N:44]=5)[C:40]5[N:39]([CH:47]([F:48])[F:49])[N:38]=[CH:37][C:36]=5[NH:35][C:34](=[O:50])[C@H:33]([CH3:51])[CH2:32][CH2:31][CH2:30]4)[C:20](=[O:24])[CH:19]=3)[CH:17]=1)[N:14]([CH2:25][CH2:26][OH:27])[N:13]=[CH:12]2.